Predict which catalyst facilitates the given reaction. From a dataset of Catalyst prediction with 721,799 reactions and 888 catalyst types from USPTO. (1) Reactant: [CH3:1][O:2][C:3](=[O:22])[NH:4][C:5]1[C:6]([NH2:21])=[N:7][C:8]([C:12]2[C:20]3[C:15](=[N:16][CH:17]=[CH:18][CH:19]=3)[NH:14][N:13]=2)=[N:9][C:10]=1[NH2:11].Br[CH2:24][CH:25]1[CH2:30][CH2:29][CH2:28][CH2:27][CH2:26]1.C(=O)([O-])[O-].[Cs+].[Cs+].Cl. Product: [CH3:1][O:2][C:3](=[O:22])[NH:4][C:5]1[C:10]([NH2:11])=[N:9][C:8]([C:12]2[C:20]3[C:15](=[N:16][CH:17]=[CH:18][CH:19]=3)[N:14]([CH2:24][CH:25]3[CH2:30][CH2:29][CH2:28][CH2:27][CH2:26]3)[N:13]=2)=[N:7][C:6]=1[NH2:21]. The catalyst class is: 9. (2) Reactant: C([O:5][C:6](=O)[CH2:7][CH2:8][C:9]1[CH:14]=[CH:13][C:12]([O:15][C:16]([F:19])([F:18])[F:17])=[C:11]([F:20])[CH:10]=1)CCC.B.C1COCC1.CO.O. The catalyst class is: 1. Product: [F:20][C:11]1[CH:10]=[C:9]([CH2:8][CH2:7][CH2:6][OH:5])[CH:14]=[CH:13][C:12]=1[O:15][C:16]([F:18])([F:19])[F:17]. (3) Reactant: [Br:1][C:2]1[CH:7]=[C:6]([Br:8])[N:5]=[C:4]([C:9]([O:11][CH3:12])=[O:10])[C:3]=1[OH:13].[C:14]([O-])([O-])=O.[K+].[K+].S(OC)(OC)(=O)=O. Product: [Br:1][C:2]1[CH:7]=[C:6]([Br:8])[N:5]=[C:4]([C:9]([O:11][CH3:12])=[O:10])[C:3]=1[O:13][CH3:14]. The catalyst class is: 21. (4) Reactant: [F:1][C:2]1[CH:7]=[CH:6][C:5]([S:8][CH:9]([C:20]2[C:25]([F:26])=[CH:24][CH:23]=[C:22]([F:27])[C:21]=2[F:28])[C:10]2[C:11]([CH3:19])=[CH:12][C:13]([C:16](O)=[O:17])=[N:14][CH:15]=2)=[CH:4][CH:3]=1.F[P-](F)(F)(F)(F)F.[N:36]1(O[P+](N2CCCC2)(N2CCCC2)N2CCCC2)C2C=CC=CC=2N=N1.ON1C2C=CC=CC=2N=N1.[Cl-].[NH4+].C(N(C(C)C)C(C)C)C. Product: [F:1][C:2]1[CH:3]=[CH:4][C:5]([S:8][CH:9]([C:20]2[C:25]([F:26])=[CH:24][CH:23]=[C:22]([F:27])[C:21]=2[F:28])[C:10]2[C:11]([CH3:19])=[CH:12][C:13]([C:16]([NH2:36])=[O:17])=[N:14][CH:15]=2)=[CH:6][CH:7]=1. The catalyst class is: 42. (5) Reactant: [F:1][C:2]1[C:14]([F:15])=[C:13]([F:16])[CH:12]=[CH:11][C:3]=1[NH:4][C@H:5]([CH3:10])[C:6]([O:8][CH3:9])=[O:7].C(=O)([O-])[O-].[K+].[K+].O. Product: [F:1][C:2]1[C:14]([F:15])=[C:13]([F:16])[CH:12]=[CH:11][C:3]=1[NH:4][CH:5]([CH3:10])[C:6]([O:8][CH3:9])=[O:7]. The catalyst class is: 44. (6) Reactant: CC1(C)CCCC(C)(C)N1.C([Li])CCC.[Br:16][C:17]1[C:26]2[C:21](=[CH:22][CH:23]=[CH:24][CH:25]=2)[C:20]([F:27])=[CH:19][CH:18]=1.[Cl:28][C:29]1[S:33][C:32]([CH:34]=[O:35])=[CH:31][CH:30]=1.[Cl-].[NH4+]. Product: [Br:16][C:17]1[C:26]2[C:21](=[CH:22][CH:23]=[CH:24][CH:25]=2)[C:20]([F:27])=[C:19]([CH:34]([C:32]2[S:33][C:29]([Cl:28])=[CH:30][CH:31]=2)[OH:35])[CH:18]=1. The catalyst class is: 7. (7) Reactant: [F:1][C:2]1[CH:38]=[CH:37][CH:36]=[C:35]([F:39])[C:3]=1[C:4]([NH:6][C:7]1[CH:12]=[CH:11][CH:10]=[C:9]([C:13](=O)[CH2:14][C:15]2[CH:20]=[CH:19][N:18]=[C:17]([NH:21][C:22]3[CH:27]=[CH:26][C:25]([O:28][CH2:29][CH2:30][O:31][CH3:32])=[C:24]([F:33])[CH:23]=3)[N:16]=2)[CH:8]=1)=[O:5].BrBr.CC(O)=O.[NH2:46][C:47]([NH2:49])=[S:48]. Product: [NH2:49][C:47]1[S:48][C:14]([C:15]2[CH:20]=[CH:19][N:18]=[C:17]([NH:21][C:22]3[CH:27]=[CH:26][C:25]([O:28][CH2:29][CH2:30][O:31][CH3:32])=[C:24]([F:33])[CH:23]=3)[N:16]=2)=[C:13]([C:9]2[CH:8]=[C:7]([NH:6][C:4](=[O:5])[C:3]3[C:2]([F:1])=[CH:38][CH:37]=[CH:36][C:35]=3[F:39])[CH:12]=[CH:11][CH:10]=2)[N:46]=1. The catalyst class is: 12.